From a dataset of Reaction yield outcomes from USPTO patents with 853,638 reactions. Predict the reaction yield, written as a fraction of the theoretical maximum amount of product (1.0 means a 100% yield; for example, 0.34 means a 34% yield). (1) The reactants are Br[C:2]1[CH:7]=[CH:6][C:5]([N:8]2[C:12]([CH2:13][C@@H:14]3[CH2:18][CH2:17][N:16]([C:19]([CH:21]4[CH2:23][CH2:22]4)=[O:20])[CH2:15]3)=[N:11][NH:10][C:9]2=[O:24])=[C:4]([Cl:25])[CH:3]=1.CC1(C)C(C)(C)OB([C:34]2[CH:35]=[C:36]3[C:40](=[CH:41][CH:42]=2)[NH:39][CH:38]=[CH:37]3)O1.C(=O)([O-])[O-].[K+].[K+]. The catalyst is O1CCOCC1.O.C1C=CC([P]([Pd]([P](C2C=CC=CC=2)(C2C=CC=CC=2)C2C=CC=CC=2)([P](C2C=CC=CC=2)(C2C=CC=CC=2)C2C=CC=CC=2)[P](C2C=CC=CC=2)(C2C=CC=CC=2)C2C=CC=CC=2)(C2C=CC=CC=2)C2C=CC=CC=2)=CC=1. The product is [Cl:25][C:4]1[CH:3]=[C:2]([C:34]2[CH:35]=[C:36]3[C:40](=[CH:41][CH:42]=2)[NH:39][CH:38]=[CH:37]3)[CH:7]=[CH:6][C:5]=1[N:8]1[C:12]([CH2:13][C@@H:14]2[CH2:18][CH2:17][N:16]([C:19]([CH:21]3[CH2:23][CH2:22]3)=[O:20])[CH2:15]2)=[N:11][NH:10][C:9]1=[O:24]. The yield is 0.480. (2) The reactants are [Cl-].[CH3:2][O:3]C[P+](C1C=CC=CC=1)(C1C=CC=CC=1)C1C=CC=CC=1.C[Si]([N-][Si](C)(C)C)(C)C.[K+].O=[C:35]1[CH:40]2[CH2:41][CH2:42][CH:36]1[CH2:37][CH:38]([C:43]1[NH:51][C:50]3[C:49](=[O:52])[N:48]([CH2:53][CH2:54][CH3:55])[C:47](=[O:56])[N:46]([CH2:57][CH2:58][CH3:59])[C:45]=3[N:44]=1)[CH2:39]2. The catalyst is C1(C)C=CC=CC=1. The product is [O:56]=[C:47]1[N:46]([CH2:57][CH2:58][CH3:59])[C:45]2[N:44]=[C:43]([CH:38]3[CH2:37][CH:36]4[CH:35]([CH:2]=[O:3])[CH:40]([CH2:41][CH2:42]4)[CH2:39]3)[NH:51][C:50]=2[C:49](=[O:52])[N:48]1[CH2:53][CH2:54][CH3:55]. The yield is 0.700. (3) The reactants are [C:1]([O:5][C:6]([N:8]([CH3:47])[C@H:9]([C:23]([NH:25][C@H:26]([C:31]([N:33]([C@@H:35]([CH:44]([CH3:46])[CH3:45])/[CH:36]=[C:37](\[CH3:43])/[C:38]([O:40]CC)=[O:39])[CH3:34])=[O:32])[C:27]([CH3:30])([CH3:29])[CH3:28])=[O:24])[C:10]([CH3:22])([CH3:21])[C:11]1[CH:16]=[CH:15][C:14]([O:17][CH3:18])=[CH:13][C:12]=1[O:19][CH3:20])=[O:7])([CH3:4])([CH3:3])[CH3:2].O.[OH-].[Li+].CCOCC. The catalyst is CO.C(O)(=O)C. The product is [C:1]([O:5][C:6]([N:8]([CH3:47])[C@H:9]([C:23]([NH:25][C@H:26]([C:31]([N:33]([C@@H:35]([CH:44]([CH3:45])[CH3:46])/[CH:36]=[C:37](/[C:38]([OH:40])=[O:39])\[CH3:43])[CH3:34])=[O:32])[C:27]([CH3:28])([CH3:29])[CH3:30])=[O:24])[C:10]([CH3:22])([CH3:21])[C:11]1[CH:16]=[CH:15][C:14]([O:17][CH3:18])=[CH:13][C:12]=1[O:19][CH3:20])=[O:7])([CH3:2])([CH3:3])[CH3:4]. The yield is 0.870. (4) The reactants are [F:1][C:2]1[C:3]([O:20][CH3:21])=[C:4]([C:8]([CH3:19])([CH3:18])[CH2:9][C:10]([OH:17])([C:13]([F:16])([F:15])[F:14])[CH:11]=O)[CH:5]=[CH:6][CH:7]=1.[NH2:22][C:23]1[CH:31]=[CH:30][CH:29]=[C:28]2[C:24]=1[CH:25]=[N:26][NH:27]2.C1(C)C=CC=CC=1. The catalyst is C(O)(=O)C. The product is [F:16][C:13]([F:14])([F:15])[C:10]([CH:11]=[N:22][C:23]1[CH:31]=[CH:30][CH:29]=[C:28]2[C:24]=1[CH:25]=[N:26][NH:27]2)([OH:17])[CH2:9][C:8]([C:4]1[CH:5]=[CH:6][CH:7]=[C:2]([F:1])[C:3]=1[O:20][CH3:21])([CH3:18])[CH3:19]. The yield is 0.735.